This data is from NCI-60 drug combinations with 297,098 pairs across 59 cell lines. The task is: Regression. Given two drug SMILES strings and cell line genomic features, predict the synergy score measuring deviation from expected non-interaction effect. (1) Drug 1: CS(=O)(=O)OCCCCOS(=O)(=O)C. Drug 2: CC1=C(C(=O)C2=C(C1=O)N3CC4C(C3(C2COC(=O)N)OC)N4)N. Cell line: CCRF-CEM. Synergy scores: CSS=88.4, Synergy_ZIP=0.157, Synergy_Bliss=0.470, Synergy_Loewe=2.60, Synergy_HSA=4.63. (2) Drug 1: COC1=CC(=CC(=C1O)OC)C2C3C(COC3=O)C(C4=CC5=C(C=C24)OCO5)OC6C(C(C7C(O6)COC(O7)C8=CC=CS8)O)O. Drug 2: CC1=C(N=C(N=C1N)C(CC(=O)N)NCC(C(=O)N)N)C(=O)NC(C(C2=CN=CN2)OC3C(C(C(C(O3)CO)O)O)OC4C(C(C(C(O4)CO)O)OC(=O)N)O)C(=O)NC(C)C(C(C)C(=O)NC(C(C)O)C(=O)NCCC5=NC(=CS5)C6=NC(=CS6)C(=O)NCCC[S+](C)C)O. Cell line: RPMI-8226. Synergy scores: CSS=64.5, Synergy_ZIP=9.71, Synergy_Bliss=10.4, Synergy_Loewe=1.39, Synergy_HSA=8.50. (3) Drug 1: C1C(C(OC1N2C=C(C(=O)NC2=O)F)CO)O. Drug 2: COC1=C2C(=CC3=C1OC=C3)C=CC(=O)O2. Cell line: DU-145. Synergy scores: CSS=10.5, Synergy_ZIP=-0.724, Synergy_Bliss=-5.11, Synergy_Loewe=-15.5, Synergy_HSA=-3.57. (4) Drug 1: CCC1(CC2CC(C3=C(CCN(C2)C1)C4=CC=CC=C4N3)(C5=C(C=C6C(=C5)C78CCN9C7C(C=CC9)(C(C(C8N6C=O)(C(=O)OC)O)OC(=O)C)CC)OC)C(=O)OC)O.OS(=O)(=O)O. Drug 2: C1CC(=O)NC(=O)C1N2C(=O)C3=CC=CC=C3C2=O. Cell line: SR. Synergy scores: CSS=8.59, Synergy_ZIP=-4.25, Synergy_Bliss=-4.81, Synergy_Loewe=-40.5, Synergy_HSA=-8.35.